This data is from Full USPTO retrosynthesis dataset with 1.9M reactions from patents (1976-2016). The task is: Predict the reactants needed to synthesize the given product. (1) Given the product [C:1]([C:5]1[O:9][N:8]=[C:7]([NH:10][C:11]([C@@H:13]2[CH2:17][CH2:16][CH2:15][N:14]2[C:26]([N:23]2[CH2:24][CH2:25][S:20](=[O:29])(=[O:19])[CH2:21][CH2:22]2)=[O:27])=[O:12])[CH:6]=1)([CH3:4])([CH3:2])[CH3:3], predict the reactants needed to synthesize it. The reactants are: [C:1]([C:5]1[O:9][N:8]=[C:7]([NH:10][C:11]([C@@H:13]2[CH2:17][CH2:16][CH2:15][NH:14]2)=[O:12])[CH:6]=1)([CH3:4])([CH3:3])[CH3:2].Cl.[O:19]=[S:20]1(=[O:29])[CH2:25][CH2:24][N:23]([C:26](Cl)=[O:27])[CH2:22][CH2:21]1.C(N(CC)C(C)C)(C)C. (2) Given the product [Cl:18][C:14]1[CH:13]=[C:12]([C:4]2[CH:3]=[C:2]([NH:30][C:27]3[CH:26]=[CH:25][C:24]([CH2:23][C:22]([O:21][CH2:19][CH3:20])=[O:31])=[CH:29][CH:28]=3)[CH:7]=[C:6]([C:8]([F:11])([F:10])[F:9])[N:5]=2)[CH:17]=[CH:16][CH:15]=1, predict the reactants needed to synthesize it. The reactants are: Cl[C:2]1[CH:7]=[C:6]([C:8]([F:11])([F:10])[F:9])[N:5]=[C:4]([C:12]2[CH:17]=[CH:16][CH:15]=[C:14]([Cl:18])[CH:13]=2)[CH:3]=1.[CH2:19]([O:21][C:22](=[O:31])[CH2:23][C:24]1[CH:29]=[CH:28][C:27]([NH2:30])=[CH:26][CH:25]=1)[CH3:20].C1C=CC(P(C2C(C3C(P(C4C=CC=CC=4)C4C=CC=CC=4)=CC=C4C=3C=CC=C4)=C3C(C=CC=C3)=CC=2)C2C=CC=CC=2)=CC=1.C(=O)([O-])[O-].[Cs+].[Cs+].